From a dataset of Full USPTO retrosynthesis dataset with 1.9M reactions from patents (1976-2016). Predict the reactants needed to synthesize the given product. (1) The reactants are: CS([C:4]1[N:9]=[CH:8][N:7]=[C:6]([C:10]2[C:11]([NH:16][C:17]3[CH:18]=[C:19]([NH:24][C:25](=[O:36])[C:26]4[CH:31]=[CH:30][CH:29]=[C:28]([C:32]([F:35])([F:34])[F:33])[CH:27]=4)[CH:20]=[CH:21][C:22]=3[CH3:23])=[N:12][N:13]([CH3:15])[CH:14]=2)[CH:5]=1)=O.[N:37]1([CH2:43][CH2:44][NH2:45])[CH2:42][CH2:41][O:40][CH2:39][CH2:38]1.CS(C)=O. Given the product [CH3:23][C:22]1[CH:21]=[CH:20][C:19]([NH:24][C:25](=[O:36])[C:26]2[CH:31]=[CH:30][CH:29]=[C:28]([C:32]([F:35])([F:34])[F:33])[CH:27]=2)=[CH:18][C:17]=1[NH:16][C:11]1[C:10]([C:6]2[CH:5]=[C:4]([NH:45][CH2:44][CH2:43][N:37]3[CH2:42][CH2:41][O:40][CH2:39][CH2:38]3)[N:9]=[CH:8][N:7]=2)=[CH:14][N:13]([CH3:15])[N:12]=1, predict the reactants needed to synthesize it. (2) Given the product [CH3:1][O:2][C:3]([C:4]1[C:5]([CH3:18])=[C:6]([C:7]2[CH:12]=[CH:11][CH:10]=[C:9]([C:13]([F:16])([F:15])[F:14])[CH:8]=2)[N:22]([CH3:21])[N:23]=1)=[O:20], predict the reactants needed to synthesize it. The reactants are: [CH3:1][O:2][C:3](=[O:20])[C:4](=O)[CH:5]([CH3:18])[C:6](=O)[C:7]1[CH:12]=[CH:11][CH:10]=[C:9]([C:13]([F:16])([F:15])[F:14])[CH:8]=1.[CH3:21][NH:22][NH2:23]. (3) Given the product [NH2:9][C:4]1[C:3]([C:1]#[C:2][C:11]2[CH:12]=[C:13]3[C:20]4([CH2:25][CH2:24][S:23][C:22]([NH2:26])=[N:21]4)[CH2:19][CH2:18][O:17][C:14]3=[CH:15][CH:16]=2)=[CH:8][CH:7]=[CH:6][N:5]=1, predict the reactants needed to synthesize it. The reactants are: [C:1]([C:3]1[C:4]([NH2:9])=[N:5][CH:6]=[CH:7][CH:8]=1)#[CH:2].Br[C:11]1[CH:12]=[C:13]2[C:20]3([CH2:25][CH2:24][S:23][C:22]([NH2:26])=[N:21]3)[CH2:19][CH2:18][O:17][C:14]2=[CH:15][CH:16]=1.O. (4) The reactants are: FC(F)(F)S(O[C:7]1[CH2:14][CH:13]2[CH2:15][CH:9]([CH2:10][N:11]([C:16]([O:18][CH2:19][CH3:20])=[O:17])[CH2:12]2)[CH:8]=1)(=O)=O.C(=O)([O-])[O-].[Na+].[Na+].[Cl-].[Li+].[N:31]1[CH:36]=[CH:35][CH:34]=[CH:33][C:32]=1B(O)O. Given the product [N:31]1[CH:36]=[CH:35][CH:34]=[C:33]([C:7]2[CH2:14][CH:13]3[CH2:15][CH:9]([CH2:10][N:11]([C:16]([O:18][CH2:19][CH3:20])=[O:17])[CH2:12]3)[CH:8]=2)[CH:32]=1, predict the reactants needed to synthesize it. (5) Given the product [Cl:1][C:2]1[CH:10]=[CH:9][C:5]([C:6]([N:58]([CH2:57][C:55]2[CH:56]=[C:51]([CH2:50][N:45]([CH2:46][CH:47]([CH3:49])[CH3:48])[S:42]([C:37]3[CH:38]=[C:39]([Cl:41])[CH:40]=[C:35]([Cl:34])[C:36]=3[OH:64])(=[O:44])=[O:43])[CH:52]=[C:53]([Cl:63])[CH:54]=2)[CH2:59][CH:60]([CH3:62])[CH3:61])=[O:8])=[CH:4][N:3]=1, predict the reactants needed to synthesize it. The reactants are: [Cl:1][C:2]1[CH:10]=[CH:9][C:5]([C:6]([OH:8])=O)=[CH:4][N:3]=1.Cl.C(N=C=NCCCN(C)C)C.C1C=CC2N(O)N=NC=2C=1.O.[Cl:34][C:35]1[C:36]([OH:64])=[C:37]([S:42]([N:45]([CH2:50][C:51]2[CH:56]=[C:55]([CH2:57][NH:58][CH2:59][CH:60]([CH3:62])[CH3:61])[CH:54]=[C:53]([Cl:63])[CH:52]=2)[CH2:46][CH:47]([CH3:49])[CH3:48])(=[O:44])=[O:43])[CH:38]=[C:39]([Cl:41])[CH:40]=1. (6) The reactants are: Br[C:2]1[S:3][CH:4]=[CH:5][N:6]=1.[C:7]([C:9]1[CH:10]=[C:11](B(O)O)[CH:12]=[CH:13][C:14]=1[F:15])#[N:8].C([O-])([O-])=O.[K+].[K+].N#N. Given the product [F:15][C:14]1[CH:13]=[CH:12][C:11]([C:2]2[S:3][CH:4]=[CH:5][N:6]=2)=[CH:10][C:9]=1[C:7]#[N:8], predict the reactants needed to synthesize it. (7) Given the product [O:3]1[C@@H:4]2[CH2:8][NH:7][CH2:6][C@@H:5]2[O:19][C:2]1=[O:1], predict the reactants needed to synthesize it. The reactants are: [O:1]=[C:2]1[O:19][C@@H:5]2[CH2:6][N:7](C(OCC3C=CC=CC=3)=O)[CH2:8][C@@H:4]2[O:3]1. (8) Given the product [O:1]=[C:2]1[CH:7]=[CH:6][CH:5]=[CH:4][N:3]1[CH:8]([CH3:16])[C:9]([OH:11])=[O:10], predict the reactants needed to synthesize it. The reactants are: [O:1]=[C:2]1[CH:7]=[CH:6][CH:5]=[CH:4][N:3]1[CH:8]([CH3:16])[C:9]([O:11]C(C)(C)C)=[O:10].Cl. (9) Given the product [NH2:9][C:8]1[N:40]([C:35]2[CH:34]=[C:33]([CH:38]=[CH:37][C:36]=2[CH3:39])[C:32]([NH:31][CH:28]2[CH2:30][CH2:29]2)=[O:42])[N:41]=[CH:10][C:7]=1[C:5](=[O:6])[C:4]1[CH:18]=[CH:19][CH:20]=[C:2]([Cl:1])[CH:3]=1, predict the reactants needed to synthesize it. The reactants are: [Cl:1][C:2]1[CH:3]=[C:4]([CH:18]=[CH:19][CH:20]=1)[C:5]([C:7](=[CH:10]NC1C=CC=CC=1)[C:8]#[N:9])=[O:6].FC(F)(F)C(O)=O.[CH:28]1([NH:31][C:32](=[O:42])[C:33]2[CH:38]=[CH:37][C:36]([CH3:39])=[C:35]([NH:40][NH2:41])[CH:34]=2)[CH2:30][CH2:29]1.C(N(CC)CC)C. (10) Given the product [CH3:1][S:2]([O:5][C:6]1[CH:11]=[CH:10][C:9]([C:12]2([C:22]3[CH:23]=[C:24]([C:41]4[CH:40]=[CH:39][CH:38]=[C:37]([O:36][CH3:35])[CH:42]=4)[CH:25]=[CH:26][CH:27]=3)[C:16]3=[N:17][CH2:18][CH2:19][CH2:20][N:15]3[C:14]([NH2:21])=[N:13]2)=[CH:8][CH:7]=1)(=[O:4])=[O:3], predict the reactants needed to synthesize it. The reactants are: [CH3:1][S:2]([O:5][C:6]1[CH:11]=[CH:10][C:9]([C:12]2([C:22]3[CH:27]=[CH:26][CH:25]=[C:24](Br)[CH:23]=3)[C:16]3=[N:17][CH2:18][CH2:19][CH2:20][N:15]3[C:14]([NH2:21])=[N:13]2)=[CH:8][CH:7]=1)(=[O:4])=[O:3].C(=O)([O-])[O-].[K+].[K+].[CH3:35][O:36][C:37]1[CH:38]=[C:39](B(O)O)[CH:40]=[CH:41][CH:42]=1.